The task is: Regression. Given two drug SMILES strings and cell line genomic features, predict the synergy score measuring deviation from expected non-interaction effect.. This data is from NCI-60 drug combinations with 297,098 pairs across 59 cell lines. (1) Drug 1: C1=NC2=C(N=C(N=C2N1C3C(C(C(O3)CO)O)O)F)N. Drug 2: CC1=C(C=C(C=C1)NC(=O)C2=CC=C(C=C2)CN3CCN(CC3)C)NC4=NC=CC(=N4)C5=CN=CC=C5. Cell line: OVCAR3. Synergy scores: CSS=0.116, Synergy_ZIP=-0.172, Synergy_Bliss=-0.0869, Synergy_Loewe=-5.04, Synergy_HSA=-2.54. (2) Drug 1: CCC(=C(C1=CC=CC=C1)C2=CC=C(C=C2)OCCN(C)C)C3=CC=CC=C3.C(C(=O)O)C(CC(=O)O)(C(=O)O)O. Drug 2: CCN(CC)CCNC(=O)C1=C(NC(=C1C)C=C2C3=C(C=CC(=C3)F)NC2=O)C. Cell line: M14. Synergy scores: CSS=7.13, Synergy_ZIP=-0.849, Synergy_Bliss=6.26, Synergy_Loewe=-0.630, Synergy_HSA=4.99. (3) Synergy scores: CSS=14.8, Synergy_ZIP=-0.763, Synergy_Bliss=6.21, Synergy_Loewe=1.68, Synergy_HSA=4.51. Drug 1: C1=CC(=CC=C1CC(C(=O)O)N)N(CCCl)CCCl.Cl. Cell line: 786-0. Drug 2: CC1=C(C(=CC=C1)Cl)NC(=O)C2=CN=C(S2)NC3=CC(=NC(=N3)C)N4CCN(CC4)CCO.